Dataset: Reaction yield outcomes from USPTO patents with 853,638 reactions. Task: Predict the reaction yield, written as a fraction of the theoretical maximum amount of product (1.0 means a 100% yield; for example, 0.34 means a 34% yield). (1) The reactants are [O:1]=[C:2]1[NH:6][CH2:5][CH2:4][N:3]1[C:7](Cl)=[O:8].[C:10]1([CH2:16][O:17][C:18]([C:20]2([NH2:26])[CH2:25][CH2:24][CH2:23][CH2:22][CH2:21]2)=[O:19])[CH:15]=[CH:14][CH:13]=[CH:12][CH:11]=1.C(N(CC)CC)C. The catalyst is C(Cl)(Cl)Cl. The product is [C:10]1([CH2:16][O:17][C:18]([C:20]2([NH:26][C:7]([N:3]3[CH2:4][CH2:5][NH:6][C:2]3=[O:1])=[O:8])[CH2:21][CH2:22][CH2:23][CH2:24][CH2:25]2)=[O:19])[CH:11]=[CH:12][CH:13]=[CH:14][CH:15]=1. The yield is 0.820. (2) The reactants are [C:1]([O:5][C:6]([N:8]1[CH2:13][CH2:12][CH:11]([C:14]2[C:18]3[CH:19]=[CH:20][C:21]([F:23])=[CH:22][C:17]=3[O:16][N:15]=2)[CH2:10][CH2:9]1)=[O:7])([CH3:4])([CH3:3])[CH3:2].C([N-]C(C)C)(C)C.[Li+].C[O:33]B(OC)OC.OO. The catalyst is O1CCCC1.C(O)(=O)C. The product is [C:1]([O:5][C:6]([N:8]1[CH2:13][CH2:12][CH:11]([C:14]2[C:18]3[CH:19]=[CH:20][C:21]([F:23])=[C:22]([OH:33])[C:17]=3[O:16][N:15]=2)[CH2:10][CH2:9]1)=[O:7])([CH3:4])([CH3:2])[CH3:3]. The yield is 0.590. (3) The reactants are [H-].[Na+].[C:3]([NH:7][C:8]1[N:12]2[CH:13]=[CH:14][N:15]=[CH:16][C:11]2=[N:10][C:9]=1[C:17]1[S:18][C:19]([C:22]#[C:23][C:24]2[CH:29]=[CH:28][CH:27]=[CH:26][N:25]=2)=[CH:20][CH:21]=1)([CH3:6])([CH3:5])[CH3:4].CI.[C:32]([O-])([O-])=O.[Na+].[Na+]. The catalyst is CN(C=O)C.CC(C)=O.CC#N.CC(=O)OCC.C1COCC1.O. The product is [C:3]([N:7]([CH3:32])[C:8]1[N:12]2[CH:13]=[CH:14][N:15]=[CH:16][C:11]2=[N:10][C:9]=1[C:17]1[S:18][C:19]([C:22]#[C:23][C:24]2[CH:29]=[CH:28][CH:27]=[CH:26][N:25]=2)=[CH:20][CH:21]=1)([CH3:6])([CH3:4])[CH3:5]. The yield is 0.240. (4) The reactants are Br[C:2]1[CH:11]=[CH:10][C:9]2[C:4](=[CH:5][CH:6]=[C:7]([O:12][CH2:13][CH2:14][CH:15](C)C)[CH:8]=2)[CH:3]=1.[CH2:18]([Li])CCC.C[O:24][B:25](OC)[O:26]C.[Cl-].[NH4+]. The catalyst is C1COCC1.O. The product is [CH2:13]([O:12][C:7]1[CH:8]=[C:9]2[C:4](=[CH:5][CH:6]=1)[CH:3]=[C:2]([B:25]([OH:26])[OH:24])[CH:11]=[CH:10]2)[CH:14]([CH3:15])[CH3:18]. The yield is 0.980. (5) The reactants are [CH3:1][O:2][C:3]1[C:12]([NH:13][C:14](=[O:18])OCC)=[N:11][C:10]2[C:5](=[CH:6][CH:7]=[C:8]([CH3:19])[CH:9]=2)[N:4]=1.[CH3:20][C:21]1[CH:22]=[C:23]([N:27]2[CH2:32][CH2:31][NH:30][CH2:29][CH2:28]2)[CH:24]=[CH:25][CH:26]=1. The product is [CH3:1][O:2][C:3]1[C:12]([NH:13][C:14]([N:30]2[CH2:31][CH2:32][N:27]([C:23]3[CH:24]=[CH:25][CH:26]=[C:21]([CH3:20])[CH:22]=3)[CH2:28][CH2:29]2)=[O:18])=[N:11][C:10]2[C:5](=[CH:6][CH:7]=[C:8]([CH3:19])[CH:9]=2)[N:4]=1. No catalyst specified. The yield is 0.900.